This data is from Reaction yield outcomes from USPTO patents with 853,638 reactions. The task is: Predict the reaction yield, written as a fraction of the theoretical maximum amount of product (1.0 means a 100% yield; for example, 0.34 means a 34% yield). (1) The reactants are Br.Br[CH2:3][C:4]([C:6]1[CH:11]=[CH:10][N:9]=[CH:8][CH:7]=1)=O.[C:12]([NH2:20])(=[NH:19])[C:13]1[CH:18]=[CH:17][CH:16]=[CH:15][CH:14]=1.O. The catalyst is CN(C=O)C. The product is [C:13]1([C:12]2[NH:19][CH:3]=[C:4]([C:6]3[CH:11]=[CH:10][N:9]=[CH:8][CH:7]=3)[N:20]=2)[CH:18]=[CH:17][CH:16]=[CH:15][CH:14]=1. The yield is 0.993. (2) The reactants are [NH:1]1[CH2:6][CH2:5][O:4][CH2:3][CH2:2]1.[CH3:7][S:8](Cl)(=[O:10])=[O:9]. The catalyst is C(Cl)Cl. The product is [CH3:7][S:8]([N:1]1[CH2:6][CH2:5][O:4][CH2:3][CH2:2]1)(=[O:10])=[O:9]. The yield is 1.00. (3) The yield is 0.510. The catalyst is O1CCOCC1.C(OCC)(=O)C.C1C=CC(/C=C/C(/C=C/C2C=CC=CC=2)=O)=CC=1.C1C=CC(/C=C/C(/C=C/C2C=CC=CC=2)=O)=CC=1.C1C=CC(/C=C/C(/C=C/C2C=CC=CC=2)=O)=CC=1.[Pd].[Pd]. The product is [F:29][C:23]1[CH:24]=[C:25]([F:28])[CH:26]=[CH:27][C:22]=1[NH:21][S:18]([C:14]1[CH:15]=[N:16][CH:17]=[C:12]([C:9]2[CH:8]=[CH:7][C:6]3[C:11](=[C:2]([N:84]4[CH2:85][CH2:86][N:81]([CH3:80])[CH2:82][CH2:83]4)[CH:3]=[CH:4][N:5]=3)[N:10]=2)[CH:13]=1)(=[O:20])=[O:19]. The reactants are Cl[C:2]1[CH:3]=[CH:4][N:5]=[C:6]2[C:11]=1[N:10]=[C:9]([C:12]1[CH:13]=[C:14]([S:18]([NH:21][C:22]3[CH:27]=[CH:26][C:25]([F:28])=[CH:24][C:23]=3[F:29])(=[O:20])=[O:19])[CH:15]=[N:16][CH:17]=1)[CH:8]=[CH:7]2.CC1(C)C2C=CC=C(P(C3C=CC=CC=3)C3C=CC=CC=3)C=2OC2C1=CC=CC=2P(C1C=CC=CC=1)C1C=CC=CC=1.P([O-])([O-])([O-])=O.[K+].[K+].[K+].[CH3:80][N:81]1[CH2:86][CH2:85][NH:84][CH2:83][CH2:82]1. (4) The reactants are [Br:1][C:2]1[CH:3]=[CH:4][CH:5]=[C:6]2[C:11]=1[N:10]=[CH:9][CH:8]=[CH:7]2.[N+:12]([O-])([OH:14])=[O:13]. The catalyst is S(=O)(=O)(O)O. The product is [Br:1][C:2]1[CH:3]=[CH:4][C:5]([N+:12]([O-:14])=[O:13])=[C:6]2[C:11]=1[N:10]=[CH:9][CH:8]=[CH:7]2. The yield is 0.940. (5) The reactants are [Br:1][C:2]1[CH:7]=[CH:6][C:5]([C:8]2[CH:16]=[CH:15][CH:14]=[C:13]3[C:9]=2[CH2:10][C:11](=[O:17])[NH:12]3)=[CH:4][CH:3]=1.[CH3:18][C:19]1[C:23]([C:24]([N:26]2[CH2:31][CH2:30][N:29]([CH3:32])[CH2:28][CH2:27]2)=[O:25])=[CH:22][NH:21][C:20]=1[CH:33]=O. The catalyst is C(O)C.N1CCCCC1. The product is [Br:1][C:2]1[CH:3]=[CH:4][C:5]([C:8]2[CH:16]=[CH:15][CH:14]=[C:13]3[C:9]=2[C:10](=[CH:33][C:20]2[NH:21][CH:22]=[C:23]([C:24]([N:26]4[CH2:27][CH2:28][N:29]([CH3:32])[CH2:30][CH2:31]4)=[O:25])[C:19]=2[CH3:18])[C:11](=[O:17])[NH:12]3)=[CH:6][CH:7]=1. The yield is 0.340. (6) The catalyst is CN(C=O)C.O. The product is [Cl:25][C:24]1[C:19]([CH:17]2[CH2:18][N:15]([C:11]([C:3]3[N:2]([CH3:1])[C:6]4[CH:7]=[CH:8][CH:9]=[CH:10][C:5]=4[N:4]=3)=[O:13])[CH2:16]2)=[N:20][CH:21]=[CH:22][N:23]=1. The yield is 0.900. The reactants are [CH3:1][N:2]1[C:6]2[CH:7]=[CH:8][CH:9]=[CH:10][C:5]=2[N:4]=[C:3]1[C:11]([OH:13])=O.Cl.[NH:15]1[CH2:18][CH:17]([C:19]2[C:24]([Cl:25])=[N:23][CH:22]=[CH:21][N:20]=2)[CH2:16]1.C1C=CC2N(O)N=NC=2C=1.CCN=C=NCCCN(C)C.CN1CCOCC1. (7) The reactants are [CH3:1][C:2]1[N:3]=[CH:4][N:5](C(=O)C)[CH:6]=1.[CH3:10][Si:11]([CH2:14][CH2:15][O:16][CH2:17]Cl)([CH3:13])[CH3:12]. The catalyst is C(#N)C. The product is [CH3:1][C:2]1[N:3]([CH2:17][O:16][CH2:15][CH2:14][Si:11]([CH3:13])([CH3:12])[CH3:10])[CH:4]=[N:5][CH:6]=1. The yield is 0.610. (8) The reactants are [CH3:1][N:2]1[C:6](SC)=[CH:5][C:4]([CH:9]([C:17]2[NH:21][C:20]([C:22]3[S:23][C:24]([CH2:27][OH:28])=[CH:25][N:26]=3)=[CH:19][CH:18]=2)[CH2:10][CH:11]2[CH2:16][CH2:15][O:14][CH2:13][CH2:12]2)=[N:3]1.O[O:30][S:31]([O-:33])=O.[K+].O.[C:36](=O)([O-])O.[Na+]. The catalyst is CO.O1CCCC1. The product is [CH3:1][N:2]1[C:6]([S:31]([CH3:36])(=[O:33])=[O:30])=[CH:5][C:4]([CH:9]([C:17]2[NH:21][C:20]([C:22]3[S:23][C:24]([CH2:27][OH:28])=[CH:25][N:26]=3)=[CH:19][CH:18]=2)[CH2:10][CH:11]2[CH2:16][CH2:15][O:14][CH2:13][CH2:12]2)=[N:3]1. The yield is 0.700. (9) The reactants are [C:1]1([C:7]2[CH:8]=[C:9]([N:16]3[CH2:21][CH2:20][N:19]([CH3:22])[CH2:18][CH2:17]3)[CH:10]=[CH:11][C:12]=2[N+:13]([O-])=O)[CH2:6][CH2:5][CH2:4][CH2:3][CH:2]=1.[NH4+].[Cl-].[C:25]([C:27]1[O:31][C:30]([C:32](O)=[O:33])=[CH:29][CH:28]=1)#[N:26].C(Cl)(=O)C(Cl)=O.CCN(C(C)C)C(C)C. The yield is 0.720. The catalyst is CCO.O.ClCCl.[Fe].CN(C=O)C.CCOC(C)=O. The product is [C:1]1([C:7]2[CH:8]=[C:9]([N:16]3[CH2:21][CH2:20][N:19]([CH3:22])[CH2:18][CH2:17]3)[CH:10]=[CH:11][C:12]=2[NH:13][C:32]([C:30]2[O:31][C:27]([C:25]#[N:26])=[CH:28][CH:29]=2)=[O:33])[CH2:6][CH2:5][CH2:4][CH2:3][CH:2]=1.